Dataset: Catalyst prediction with 721,799 reactions and 888 catalyst types from USPTO. Task: Predict which catalyst facilitates the given reaction. (1) Reactant: CC([N:5]([CH2:9][C@@H:10]([NH:22][C:23]([C:25]1[CH:30]=[CH:29][C:28]([C:31]2[N:35]([CH3:36])[N:34]=[CH:33][CH:32]=2)=[CH:27][N:26]=1)=[O:24])[CH2:11][C:12]1[CH:17]=[CH:16][CH:15]=[CH:14][C:13]=1[C:18]([F:21])([F:20])[F:19])C(=O)[O-])(C)C.C(O)(C(F)(F)F)=O. Product: [NH2:5][CH2:9][C@@H:10]([NH:22][C:23]([C:25]1[CH:30]=[CH:29][C:28]([C:31]2[N:35]([CH3:36])[N:34]=[CH:33][CH:32]=2)=[CH:27][N:26]=1)=[O:24])[CH2:11][C:12]1[CH:17]=[CH:16][CH:15]=[CH:14][C:13]=1[C:18]([F:21])([F:20])[F:19]. The catalyst class is: 2. (2) Reactant: C([N:8](CC1C=CC=CC=1)[C:9]1([CH2:13][NH:14][C:15](=[O:21])[O:16][C:17]([CH3:20])([CH3:19])[CH3:18])[CH2:12][O:11][CH2:10]1)C1C=CC=CC=1.FC(F)(F)C(O)=O.N. Product: [NH2:8][C:9]1([CH2:13][NH:14][C:15](=[O:21])[O:16][C:17]([CH3:19])([CH3:18])[CH3:20])[CH2:12][O:11][CH2:10]1. The catalyst class is: 105.